This data is from HIV replication inhibition screening data with 41,000+ compounds from the AIDS Antiviral Screen. The task is: Binary Classification. Given a drug SMILES string, predict its activity (active/inactive) in a high-throughput screening assay against a specified biological target. The result is 0 (inactive). The molecule is CCN1CCC(O)(C=Cc2ccc(OC)cc2)C(C(=O)C=Cc2ccc(OC)cc2)C1.Cl.